This data is from Catalyst prediction with 721,799 reactions and 888 catalyst types from USPTO. The task is: Predict which catalyst facilitates the given reaction. (1) Reactant: [CH3:1][N:2]([CH3:15])[C:3]1[CH:8]=[CH:7][C:6]([C:9]2[CH:14]=[CH:13][N:12]=[CH:11][CH:10]=2)=[CH:5][CH:4]=1.[CH3:16][I:17]. Product: [I-:17].[CH3:1][N:2]([CH3:15])[C:3]1[CH:4]=[CH:5][C:6]([C:9]2[CH:10]=[CH:11][N+:12]([CH3:16])=[CH:13][CH:14]=2)=[CH:7][CH:8]=1. The catalyst class is: 10. (2) Reactant: [C:1]1([C:11]2[CH:16]=[CH:15][CH:14]=[CH:13][CH:12]=2)[CH:6]=[CH:5][C:4]([S:7](Cl)(=[O:9])=[O:8])=[CH:3][CH:2]=1.Cl.[NH:18]1[C:22]([CH2:23][NH2:24])=[CH:21][N:20]=[N:19]1. Product: [NH:18]1[C:22]([CH2:23][NH:24][S:7]([C:4]2[CH:5]=[CH:6][C:1]([C:11]3[CH:16]=[CH:15][CH:14]=[CH:13][CH:12]=3)=[CH:2][CH:3]=2)(=[O:9])=[O:8])=[CH:21][N:20]=[N:19]1. The catalyst class is: 17. (3) Reactant: [N:1]([CH2:4][CH:5]([OH:12])[CH2:6][C:7]([CH3:11])([CH3:10])[CH2:8][CH3:9])=[N+]=[N-]. Product: [NH2:1][CH2:4][CH:5]([OH:12])[CH2:6][C:7]([CH3:11])([CH3:10])[CH2:8][CH3:9]. The catalyst class is: 63. (4) Reactant: [OH:1][CH:2]([C:24]1[C:33]2[C:28](=[CH:29][CH:30]=[C:31]([O:34][CH3:35])[CH:32]=2)[N:27]=[CH:26][CH:25]=1)[CH2:3][CH2:4][C@@H:5]1[CH2:10][CH2:9][N:8]([CH:11]2[CH2:14][CH:13]([C:15]3[CH:20]=[CH:19][CH:18]=[CH:17][CH:16]=3)[CH2:12]2)[CH2:7][C@@H:6]1[C:21]([OH:23])=[O:22].CC(OI1(OC(C)=O)(OC(C)=O)OC(=O)C2C=CC=CC1=2)=O. Product: [CH3:35][O:34][C:31]1[CH:32]=[C:33]2[C:28](=[CH:29][CH:30]=1)[N:27]=[CH:26][CH:25]=[C:24]2[C:2](=[O:1])[CH2:3][CH2:4][C@@H:5]1[CH2:10][CH2:9][N:8]([CH:11]2[CH2:14][CH:13]([C:15]3[CH:16]=[CH:17][CH:18]=[CH:19][CH:20]=3)[CH2:12]2)[CH2:7][C@@H:6]1[C:21]([OH:23])=[O:22]. The catalyst class is: 2. (5) Reactant: [NH2:1][C:2]1[CH:7]=[CH:6][C:5]([CH2:8][C:9]([O:11][CH2:12][CH3:13])=[O:10])=[CH:4][CH:3]=1.CCN(CC)CC.[C:21]1([N:27]=[C:28]=[O:29])[CH:26]=[CH:25][CH:24]=[CH:23][CH:22]=1. Product: [C:21]1([NH:27][C:28](=[O:29])[NH:1][C:2]2[CH:3]=[CH:4][C:5]([CH2:8][C:9]([O:11][CH2:12][CH3:13])=[O:10])=[CH:6][CH:7]=2)[CH:26]=[CH:25][CH:24]=[CH:23][CH:22]=1. The catalyst class is: 1. (6) Reactant: [N:1]1([C:5](=[O:36])[CH2:6][C:7]2[CH:34]=[CH:33][C:10]([CH2:11][O:12][CH2:13][C@H:14]3[CH2:16][C@@H:15]3[CH:17]3[CH2:22][CH2:21][N:20](C(OCC4C=CC=CC=4)=O)[CH2:19][CH2:18]3)=[C:9]([F:35])[CH:8]=2)[CH2:4][CH2:3][CH2:2]1.[H][H]. Product: [N:1]1([C:5](=[O:36])[CH2:6][C:7]2[CH:34]=[CH:33][C:10]([CH2:11][O:12][CH2:13][C@H:14]3[CH2:16][C@@H:15]3[CH:17]3[CH2:22][CH2:21][NH:20][CH2:19][CH2:18]3)=[C:9]([F:35])[CH:8]=2)[CH2:4][CH2:3][CH2:2]1. The catalyst class is: 43. (7) Reactant: [CH2:1]([O:3][C:4]([C:6]1[CH:7]=[N:8][C:9]2[C:14]([C:15]=1OS(C(F)(F)F)(=O)=O)=[CH:13][CH:12]=[C:11]([C:24]([F:27])([F:26])[F:25])[CH:10]=2)=[O:5])[CH3:2].[CH3:28][C:29]1[CH:30]=[C:31](B(O)O)[CH:32]=[CH:33][C:34]=1[CH3:35].P([O-])([O-])([O-])=O.[K+].[K+].[K+]. Product: [CH2:1]([O:3][C:4]([C:6]1[CH:7]=[N:8][C:9]2[C:14]([C:15]=1[C:31]1[CH:32]=[CH:33][C:34]([CH3:35])=[C:29]([CH3:28])[CH:30]=1)=[CH:13][CH:12]=[C:11]([C:24]([F:27])([F:26])[F:25])[CH:10]=2)=[O:5])[CH3:2]. The catalyst class is: 660. (8) Reactant: [CH2:1]([O:8][C:9]([NH:11][CH2:12][CH2:13][CH2:14][C:15]([OH:17])=O)=[O:10])[C:2]1[CH:7]=[CH:6][CH:5]=[CH:4][CH:3]=1.Cl.[CH2:19]([N:21]=[C:22]=NCCCN(C)C)C.CN(CCCN=C=NCC)C.ON1C2C=CC=CC=2N=N1.CNC. Product: [CH3:19][N:21]([CH3:22])[C:15]([CH2:14][CH2:13][CH2:12][NH:11][C:9](=[O:10])[O:8][CH2:1][C:2]1[CH:7]=[CH:6][CH:5]=[CH:4][CH:3]=1)=[O:17]. The catalyst class is: 9. (9) Reactant: [OH-].[K+].[CH3:3][O:4][CH:5]1[CH2:8][N:7]([C@H:9]2[CH2:14][CH2:13][C@H:12]([CH:15]([C:17]3[S:21][CH:20]=[C:19]([C:22]([O:24]C)=[O:23])[C:18]=3[CH3:26])[CH3:16])[CH2:11][CH2:10]2)[CH2:6]1.Cl.O1CCOCC1. Product: [CH3:3][O:4][CH:5]1[CH2:8][N:7]([C@H:9]2[CH2:14][CH2:13][C@H:12]([CH:15]([C:17]3[S:21][CH:20]=[C:19]([C:22]([OH:24])=[O:23])[C:18]=3[CH3:26])[CH3:16])[CH2:11][CH2:10]2)[CH2:6]1. The catalyst class is: 378. (10) The catalyst class is: 6. Product: [Cl:9][C:6]1[CH:5]=[N:4][CH:3]=[C:2]([Cl:1])[C:7]=1[N:17]1[CH:21]=[CH:20][CH:19]=[C:18]1[CH:10]=[O:13]. Reactant: [Cl:1][C:2]1[CH:3]=[N:4][CH:5]=[C:6]([Cl:9])[C:7]=1Cl.[C:10](=[O:13])([O-])[O-].[Cs+].[Cs+].C[N:17]1[CH2:21][CH2:20][CH2:19][C:18]1=O.